Task: Regression. Given a peptide amino acid sequence and an MHC pseudo amino acid sequence, predict their binding affinity value. This is MHC class I binding data.. Dataset: Peptide-MHC class I binding affinity with 185,985 pairs from IEDB/IMGT (1) The peptide sequence is VTSSGVIYK. The MHC is HLA-A33:01 with pseudo-sequence HLA-A33:01. The binding affinity (normalized) is 0.115. (2) The peptide sequence is LLIGLIIPPL. The MHC is HLA-A02:06 with pseudo-sequence HLA-A02:06. The binding affinity (normalized) is 0.974.